The task is: Predict which catalyst facilitates the given reaction.. This data is from Catalyst prediction with 721,799 reactions and 888 catalyst types from USPTO. (1) Reactant: [F:1][C:2]1[CH:3]=[C:4]([CH:9]2[CH2:13][O:12]C(=O)[NH:10]2)[CH:5]=[CH:6][C:7]=1[F:8].O.[OH-].[K+]. Product: [NH2:10][CH:9]([C:4]1[CH:5]=[CH:6][C:7]([F:8])=[C:2]([F:1])[CH:3]=1)[CH2:13][OH:12]. The catalyst class is: 8. (2) Reactant: [CH3:1][P:2](=[O:7])([O:5][CH3:6])[O:3][CH3:4].[Li]CCCC.[Cl:13][C:14]1[CH:15]=[C:16]([CH2:20][C:21](OC)=[O:22])[CH:17]=[CH:18][CH:19]=1. Product: [Cl:13][C:14]1[CH:15]=[C:16]([CH2:20][C:21](=[O:22])[CH2:1][P:2](=[O:7])([O:5][CH3:6])[O:3][CH3:4])[CH:17]=[CH:18][CH:19]=1. The catalyst class is: 1. (3) Reactant: [CH3:1][O:2][C:3](=[O:13])[C:4]1[CH:9]=[C:8](F)[CH:7]=[CH:6][C:5]=1[C:11]#[N:12].Cl.[CH3:15][NH:16][CH3:17].C(=O)([O-])[O-].[K+].[K+]. Product: [CH3:1][O:2][C:3](=[O:13])[C:4]1[CH:9]=[C:8]([N:16]([CH3:17])[CH3:15])[CH:7]=[CH:6][C:5]=1[C:11]#[N:12]. The catalyst class is: 16.